The task is: Regression. Given a peptide amino acid sequence and an MHC pseudo amino acid sequence, predict their binding affinity value. This is MHC class I binding data.. This data is from Peptide-MHC class I binding affinity with 185,985 pairs from IEDB/IMGT. The peptide sequence is FVIGGMTGV. The MHC is HLA-B08:01 with pseudo-sequence HLA-B08:01. The binding affinity (normalized) is 0.0847.